Dataset: Forward reaction prediction with 1.9M reactions from USPTO patents (1976-2016). Task: Predict the product of the given reaction. (1) Given the reactants [C:1]([N:4]([CH3:24])[N:5]([C:13]1[CH:18]=[CH:17][C:16]([C:19](OCC)=[O:20])=[CH:15][CH:14]=1)[C:6]([O:8][C:9]([CH3:12])([CH3:11])[CH3:10])=[O:7])(=[O:3])[CH3:2].[BH4-].[Li+].C(O)C.CC(C)=O, predict the reaction product. The product is: [C:1]([N:4]([CH3:24])[N:5]([C:13]1[CH:14]=[CH:15][C:16]([CH2:19][OH:20])=[CH:17][CH:18]=1)[C:6]([O:8][C:9]([CH3:12])([CH3:11])[CH3:10])=[O:7])(=[O:3])[CH3:2]. (2) Given the reactants [CH:1]([N:4]1[C:12]2[C:7](=[CH:8][CH:9]=[CH:10][CH:11]=2)[C:6]([C:13]([OH:15])=O)=[CH:5]1)([CH3:3])[CH3:2].C(Cl)(=O)C(Cl)=O.[Cl:22][C:23]1[CH:24]=[C:25]([CH2:30][C:31]([O:33][CH3:34])=[O:32])[CH:26]=[CH:27][C:28]=1[NH2:29].C(N(CC)CC)C, predict the reaction product. The product is: [Cl:22][C:23]1[CH:24]=[C:25]([CH2:30][C:31]([O:33][CH3:34])=[O:32])[CH:26]=[CH:27][C:28]=1[NH:29][C:13]([C:6]1[C:7]2[C:12](=[CH:11][CH:10]=[CH:9][CH:8]=2)[N:4]([CH:1]([CH3:2])[CH3:3])[CH:5]=1)=[O:15]. (3) Given the reactants [CH3:1][N:2]1[CH2:7][CH2:6][C:5]([C:9]2[CH:10]=[C:11]3[C:15](=[CH:16][CH:17]=2)[CH2:14][N:13](C(C2C=CC=CC=2)(C2C=CC=CC=2)C2C=CC=CC=2)[CH2:12]3)([OH:8])[CH2:4][CH2:3]1.[ClH:37], predict the reaction product. The product is: [ClH:37].[ClH:37].[CH2:14]1[C:15]2[C:11](=[CH:10][C:9]([C:5]3([OH:8])[CH2:6][CH2:7][N:2]([CH3:1])[CH2:3][CH2:4]3)=[CH:17][CH:16]=2)[CH2:12][NH:13]1.